Predict the product of the given reaction. From a dataset of Forward reaction prediction with 1.9M reactions from USPTO patents (1976-2016). (1) Given the reactants [Cl:1][C:2]1[C:7]([O:8][C:9]2[N:14]=[CH:13][CH:12]=[CH:11][N:10]=2)=[CH:6][C:5]([NH2:15])=[C:4]([F:16])[CH:3]=1.[C:17](Cl)(Cl)=[S:18], predict the reaction product. The product is: [Cl:1][C:2]1[CH:3]=[C:4]([F:16])[C:5]([N:15]=[C:17]=[S:18])=[CH:6][C:7]=1[O:8][C:9]1[N:10]=[CH:11][CH:12]=[CH:13][N:14]=1. (2) Given the reactants C([CH2:4][CH2:5][CH2:6][CH:7]=[O:8])C=C.C(O)(C(F)(F)F)=[O:10].C(Cl)(Cl)Cl.N1C=[CH:23][CH:22]=[CH:21]1, predict the reaction product. The product is: [CH2:21]([O:8][CH2:7][CH2:6][CH2:5][CH2:4][OH:10])[CH:22]=[CH2:23]. (3) Given the reactants [C:1]([O:5][C:6]([N:8]1[CH2:13][CH2:12][CH:11]([C:14](=[O:21])[C:15](=[N+]=[N-])[C:16](=[O:18])[CH3:17])[CH2:10][CH2:9]1)=[O:7])([CH3:4])([CH3:3])[CH3:2].[CH3:22][OH:23], predict the reaction product. The product is: [C:1]([O:5][C:6]([N:8]1[CH2:13][CH2:12][CH:11]([C:14](=[O:21])[CH:15]([O:23][CH3:22])[C:16](=[O:18])[CH3:17])[CH2:10][CH2:9]1)=[O:7])([CH3:4])([CH3:3])[CH3:2]. (4) Given the reactants [CH2:1]([O:8][C:9]([N:11]([CH3:21])[C@@H:12]([CH2:16][CH2:17][CH2:18][CH2:19][OH:20])[C:13]([OH:15])=[O:14])=[O:10])[C:2]1[CH:7]=[CH:6][CH:5]=[CH:4][CH:3]=1.C(=O)([O-])[O-].[K+].[K+].[CH2:28](Br)[C:29]1[CH:34]=[CH:33][CH:32]=[CH:31][CH:30]=1, predict the reaction product. The product is: [CH2:28]([O:14][C:13](=[O:15])[C@H:12]([CH2:16][CH2:17][CH2:18][CH2:19][OH:20])[N:11]([C:9]([O:8][CH2:1][C:2]1[CH:3]=[CH:4][CH:5]=[CH:6][CH:7]=1)=[O:10])[CH3:21])[C:29]1[CH:34]=[CH:33][CH:32]=[CH:31][CH:30]=1. (5) Given the reactants [F:1][C:2]1[CH:3]=[CH:4][C:5]([N+:9]([O-])=O)=[C:6]([CH:8]=1)[NH2:7].OCC1(OC[C@@H](O)[C@@H](O)[C@H]1O)O, predict the reaction product. The product is: [F:1][C:2]1[CH:8]=[C:6]([NH2:7])[C:5]([NH2:9])=[CH:4][CH:3]=1. (6) Given the reactants C([O:3][C:4](=[O:14])[C:5]([C:7]1[S:8][CH:9]=[C:10]([Cl:13])[C:11]=1[Cl:12])=[O:6])C.Cl, predict the reaction product. The product is: [Cl:12][C:11]1[C:10]([Cl:13])=[CH:9][S:8][C:7]=1[C:5](=[O:6])[C:4]([OH:14])=[O:3]. (7) The product is: [Br:1][C:2]1[C:7]([F:8])=[CH:6][C:5]2[C:9]([C:12]3[CH:17]=[CH:16][N:15]=[CH:14][CH:13]=3)=[N:10][O:11][C:4]=2[CH:3]=1. Given the reactants [Br:1][C:2]1[C:7]([F:8])=[CH:6][C:5]([C:9]([C:12]2[CH:17]=[CH:16][N:15]=[CH:14][CH:13]=2)=[N:10][OH:11])=[C:4](F)[CH:3]=1.N12CCCN=C1CCCCC2, predict the reaction product.